Predict the product of the given reaction. From a dataset of Forward reaction prediction with 1.9M reactions from USPTO patents (1976-2016). Given the reactants [Cl:1][C:2]1[CH:3]=[C:4]([N:21]2C(=O)C3C(=CC=CC=3)C2=O)[CH:5]=[C:6]([Cl:20])[C:7]=1[O:8][C:9]1[CH:14]=[C:13]([CH:15]([CH3:17])[CH3:16])[C:12](=[O:18])[N:11]([CH3:19])[N:10]=1.C(N)CCC.O, predict the reaction product. The product is: [NH2:21][C:4]1[CH:5]=[C:6]([Cl:20])[C:7]([O:8][C:9]2[CH:14]=[C:13]([CH:15]([CH3:16])[CH3:17])[C:12](=[O:18])[N:11]([CH3:19])[N:10]=2)=[C:2]([Cl:1])[CH:3]=1.